Dataset: Full USPTO retrosynthesis dataset with 1.9M reactions from patents (1976-2016). Task: Predict the reactants needed to synthesize the given product. (1) Given the product [CH:20]([C:17]1[S:16][C:15]([NH:14][S:11]([C:8]2[CH:9]=[CH:10][C:5]([CH2:4][CH2:3][NH:2][C:36](=[O:37])[C:35]3[CH:39]=[CH:40][C:41]([C:43]([F:45])([F:46])[F:44])=[CH:42][C:34]=3[O:33][CH3:32])=[CH:6][CH:7]=2)(=[O:13])=[O:12])=[N:19][N:18]=1)([CH3:22])[CH3:21], predict the reactants needed to synthesize it. The reactants are: Cl.[NH2:2][CH2:3][CH2:4][C:5]1[CH:10]=[CH:9][C:8]([S:11]([NH:14][C:15]2[S:16][C:17]([CH:20]([CH3:22])[CH3:21])=[N:18][N:19]=2)(=[O:13])=[O:12])=[CH:7][CH:6]=1.C(N(CC)C(C)C)(C)C.[CH3:32][O:33][C:34]1[CH:42]=[C:41]([C:43]([F:46])([F:45])[F:44])[CH:40]=[CH:39][C:35]=1[C:36](O)=[O:37].[B-](F)(F)(F)F.CCOC(/C(/C#N)=N/OC(N(C)C)=[N+](C)C)=O. (2) The reactants are: [CH2:1]([N:8]1[CH2:13][CH2:12][C:11]([CH2:34][CH2:35][N:36]2[CH2:41][CH2:40][CH:39]([N:42]([C:50]3[CH:55]=[CH:54][C:53]([CH3:56])=[CH:52][CH:51]=3)[C:43]([C:45]3[O:46][CH:47]=[CH:48][CH:49]=3)=[O:44])[CH2:38][CH2:37]2)([CH2:14][CH2:15][O:16][Si](C(C)(C)C)(C2C=CC=CC=2)C2C=CC=CC=2)[CH2:10][CH2:9]1)[C:2]1[CH:7]=[CH:6][CH:5]=[CH:4][CH:3]=1. Given the product [CH2:1]([N:8]1[CH2:9][CH2:10][C:11]([CH2:34][CH2:35][N:36]2[CH2:37][CH2:38][CH:39]([N:42]([C:50]3[CH:55]=[CH:54][C:53]([CH3:56])=[CH:52][CH:51]=3)[C:43]([C:45]3[O:46][CH:47]=[CH:48][CH:49]=3)=[O:44])[CH2:40][CH2:41]2)([CH2:14][CH2:15][OH:16])[CH2:12][CH2:13]1)[C:2]1[CH:3]=[CH:4][CH:5]=[CH:6][CH:7]=1, predict the reactants needed to synthesize it. (3) Given the product [CH:14]1[C:15]2[CH2:16][C:21]3[C:20](=[CH:25][CH:24]=[CH:23][CH:22]=3)[O:7][C:10]=2[CH:11]=[CH:12][CH:13]=1, predict the reactants needed to synthesize it. The reactants are: S(F)(O)(=O)=O.C[OH:7].CN[C:10]1[C:11](C)=[CH:12][CH:13]=[CH:14][C:15]=1[CH3:16].CN[C:20]1[C:21](C)=[CH:22][CH:23]=[CH:24][CH:25]=1. (4) The reactants are: [F:1][C:2]([F:45])([F:44])[C:3]1[CH:4]=[C:5]([C:13]([CH3:43])([CH3:42])[C:14]([N:16]([CH3:41])[C:17]2[C:18]([C:34]3[CH:39]=[CH:38][CH:37]=[CH:36][C:35]=3[CH3:40])=[CH:19][C:20]([N:23]3[CH2:27][C@H:26](O)[CH2:25][C@H:24]3[CH2:29][O:30]C(=O)C)=[N:21][CH:22]=2)=[O:15])[CH:6]=[C:7]([C:9]([F:12])([F:11])[F:10])[CH:8]=1.C(N(S(F)(F)[F:52])CC)C. Given the product [F:44][C:2]([F:1])([F:45])[C:3]1[CH:4]=[C:5]([C:13]([CH3:43])([CH3:42])[C:14]([N:16]([C:17]2[CH:22]=[N:21][C:20]([N:23]3[CH2:27][C@@H:26]([F:52])[CH2:25][C@H:24]3[CH2:29][OH:30])=[CH:19][C:18]=2[C:34]2[CH:39]=[CH:38][CH:37]=[CH:36][C:35]=2[CH3:40])[CH3:41])=[O:15])[CH:6]=[C:7]([C:9]([F:12])([F:10])[F:11])[CH:8]=1, predict the reactants needed to synthesize it. (5) The reactants are: [Cl:1][C:2]1[CH:3]=[CH:4][C:5]2[C:6](=[O:16])O[C:8](=[O:15])[C:9]3[C:14]=2[C:13]=1[CH:12]=[CH:11][CH:10]=3.[ClH:17].[NH2:18][CH2:19][CH2:20][S:21][S:22][CH2:23][CH2:24][NH2:25].C(N([CH:32]([CH3:34])[CH3:33])CC)(C)C.CN1[CH2:40][CH2:39][CH2:38][C:37]1=[O:41]. Given the product [S:21]([CH2:20][CH2:19][N:18]1[C:6](=[O:16])[C:5]2[CH:4]=[CH:3][C:2]([Cl:1])=[C:13]3[C:14]=2[C:9](=[CH:10][CH:11]=[CH:12]3)[C:8]1=[O:15])[S:22][CH2:23][CH2:24][N:25]1[C:8](=[O:15])[C:9]2[CH:34]=[CH:32][C:33]([Cl:17])=[C:11]3[C:10]=2[C:38](=[CH:39][CH:40]=[CH:12]3)[C:37]1=[O:41], predict the reactants needed to synthesize it. (6) Given the product [O:2]1[C:6]2[CH:7]=[CH:8][C:9]([N:11]([CH3:31])[C:12](=[O:30])[C@H:13]([NH:22][C:23]([NH:51][S:48]([C:43]3[CH:44]=[CH:45][CH:46]=[CH:47][C:42]=3[CH3:41])(=[O:49])=[O:50])=[O:29])[CH2:14][CH2:15][C:16]3[CH:21]=[CH:20][CH:19]=[CH:18][CH:17]=3)=[CH:10][C:5]=2[O:4][CH2:3]1, predict the reactants needed to synthesize it. The reactants are: Cl.[O:2]1[C:6]2[CH:7]=[CH:8][C:9]([N:11]([CH3:31])[C:12](=[O:30])[C@H:13]([NH:22][C:23](=[O:29])OC(C)(C)C)[CH2:14][CH2:15][C:16]3[CH:21]=[CH:20][CH:19]=[CH:18][CH:17]=3)=[CH:10][C:5]=2[O:4][CH2:3]1.CCN(C(C)C)C(C)C.[CH3:41][C:42]1[CH:47]=[CH:46][CH:45]=[CH:44][C:43]=1[S:48]([N:51]=C=O)(=[O:50])=[O:49].